This data is from Peptide-MHC class I binding affinity with 185,985 pairs from IEDB/IMGT. The task is: Regression. Given a peptide amino acid sequence and an MHC pseudo amino acid sequence, predict their binding affinity value. This is MHC class I binding data. (1) The peptide sequence is YMDDILIAS. The MHC is Mamu-B8701 with pseudo-sequence Mamu-B8701. The binding affinity (normalized) is 0.682. (2) The peptide sequence is TLVPQEHYV. The MHC is HLA-A31:01 with pseudo-sequence HLA-A31:01. The binding affinity (normalized) is 0.0896. (3) The peptide sequence is ALEEGRKYV. The MHC is HLA-A02:06 with pseudo-sequence HLA-A02:06. The binding affinity (normalized) is 0.797. (4) The peptide sequence is SLLDAHIPQL. The MHC is HLA-B45:01 with pseudo-sequence HLA-B45:01. The binding affinity (normalized) is 0. (5) The peptide sequence is PMPYMISTY. The MHC is HLA-A68:01 with pseudo-sequence HLA-A68:01. The binding affinity (normalized) is 0.335. (6) The peptide sequence is HLENDKIEDL. The MHC is HLA-A02:01 with pseudo-sequence HLA-A02:01. The binding affinity (normalized) is 0.307. (7) The peptide sequence is YPFHIFYPV. The MHC is HLA-B83:01 with pseudo-sequence HLA-B83:01. The binding affinity (normalized) is 0.545. (8) The peptide sequence is IPNHGVTAT. The MHC is HLA-B35:01 with pseudo-sequence HLA-B35:01. The binding affinity (normalized) is 0.285.